Dataset: Reaction yield outcomes from USPTO patents with 853,638 reactions. Task: Predict the reaction yield, written as a fraction of the theoretical maximum amount of product (1.0 means a 100% yield; for example, 0.34 means a 34% yield). (1) The reactants are [CH3:1][C:2]1[C:15]([O:16][CH3:17])=[CH:14][C:5]2[N:6]([CH2:10][C:11]([OH:13])=O)[C:7](=[O:9])[O:8][C:4]=2[CH:3]=1.CN([P+](ON1N=NC2C=CC=CC1=2)(N(C)C)N(C)C)C.F[P-](F)(F)(F)(F)F.C(N(C(C)C)CC)(C)C.[C:54]1([C:70]2[CH:75]=[CH:74][CH:73]=[CH:72][CH:71]=2)[CH:59]=[CH:58][C:57]([CH:60]([NH:68][CH3:69])[CH2:61][N:62]2[CH2:67][CH2:66][O:65][CH2:64][CH2:63]2)=[CH:56][CH:55]=1. The catalyst is C(Cl)Cl. The product is [C:54]1([C:70]2[CH:75]=[CH:74][CH:73]=[CH:72][CH:71]=2)[CH:55]=[CH:56][C:57]([CH:60]([N:68]([CH3:69])[C:11](=[O:13])[CH2:10][N:6]2[C:5]3[CH:14]=[C:15]([O:16][CH3:17])[C:2]([CH3:1])=[CH:3][C:4]=3[O:8][C:7]2=[O:9])[CH2:61][N:62]2[CH2:63][CH2:64][O:65][CH2:66][CH2:67]2)=[CH:58][CH:59]=1. The yield is 0.250. (2) The reactants are [C:1]([N:9]1[CH2:22][CH2:21][C:20]2[C:19]3[CH:18]=[CH:17][C:16](Br)=[CH:15][C:14]=3[NH:13][C:12]=2[CH2:11][CH2:10]1)(=[O:8])[C:2]1[CH:7]=[CH:6][CH:5]=[CH:4][CH:3]=1.[C:24]1(B(O)O)[CH:29]=[CH:28][CH:27]=[CH:26][CH:25]=1.CCOC(C)=O.CCCCCCC. The catalyst is C(COC)OC.C(=O)([O-])[O-].[Na+].[Na+].C1C=CC([P]([Pd]([P](C2C=CC=CC=2)(C2C=CC=CC=2)C2C=CC=CC=2)([P](C2C=CC=CC=2)(C2C=CC=CC=2)C2C=CC=CC=2)[P](C2C=CC=CC=2)(C2C=CC=CC=2)C2C=CC=CC=2)(C2C=CC=CC=2)C2C=CC=CC=2)=CC=1. The product is [C:1]([N:9]1[CH2:22][CH2:21][C:20]2[C:19]3[CH:18]=[CH:17][C:16]([C:24]4[CH:29]=[CH:28][CH:27]=[CH:26][CH:25]=4)=[CH:15][C:14]=3[NH:13][C:12]=2[CH2:11][CH2:10]1)(=[O:8])[C:2]1[CH:7]=[CH:6][CH:5]=[CH:4][CH:3]=1. The yield is 0.360. (3) The reactants are [F:1][C:2]1[C:7]([F:8])=[CH:6][CH:5]=[CH:4][C:3]=1[C@@H:9]1[CH2:18][CH2:17][C@@H:16]([OH:19])[C:12]2[N:13]=[CH:14][S:15][C:11]=2[C@H:10]1[NH:20][C:21](=[O:27])[O:22][C:23]([CH3:26])([CH3:25])[CH3:24].OO.C(=O)([O-])[O-].[Na+].[Na+].[F:36][C:37](I)([F:39])[F:38].CS(C)=O. The catalyst is C1([Fe]C2C=CC=C2)C=CC=C1. The product is [F:1][C:2]1[C:7]([F:8])=[CH:6][CH:5]=[CH:4][C:3]=1[C@@H:9]1[CH2:18][CH2:17][C@@H:16]([OH:19])[C:12]2[N:13]=[C:14]([C:37]([F:39])([F:38])[F:36])[S:15][C:11]=2[C@H:10]1[NH:20][C:21](=[O:27])[O:22][C:23]([CH3:24])([CH3:26])[CH3:25]. The yield is 0.240. (4) The reactants are [Br:1][C:2]1[CH:3]=[C:4]([OH:9])[CH:5]=[N+:6]([O-])[CH:7]=1.CC(OC(C)=O)=O.[C:17]([CH2:19][C:20]([O:22][CH2:23][CH3:24])=[O:21])#[N:18].S(=O)(=O)(O)O.[NH4+].[OH-]. No catalyst specified. The product is [NH2:18][C:17]1[O:9][C:4]2[C:5](=[N:6][CH:7]=[C:2]([Br:1])[CH:3]=2)[C:19]=1[C:20]([O:22][CH2:23][CH3:24])=[O:21]. The yield is 0.220. (5) The reactants are [CH:1]1([CH:6]=[C:7]([C:18]2[CH:23]=[CH:22][C:21]([C:24]([OH:27])([CH3:26])[CH3:25])=[CH:20][CH:19]=2)[C:8]2[NH:17][C:11]3=[N:12][CH:13]=[C:14]([F:16])[CH:15]=[C:10]3[CH:9]=2)[CH2:5][CH2:4][CH2:3][CH2:2]1. The product is [CH:1]1([CH2:6][CH:7]([C:18]2[CH:23]=[CH:22][C:21]([C:24]([OH:27])([CH3:25])[CH3:26])=[CH:20][CH:19]=2)[C:8]2[NH:17][C:11]3=[N:12][CH:13]=[C:14]([F:16])[CH:15]=[C:10]3[CH:9]=2)[CH2:5][CH2:4][CH2:3][CH2:2]1. The yield is 0.400. The catalyst is [Pd].CO. (6) The reactants are [Br:1][C:2]1[CH:3]=[CH:4][C:5]([S:8](Cl)(=[O:10])=[O:9])=[N:6][CH:7]=1.[F:12][C:13]([F:17])([F:16])[CH2:14][NH2:15].C([O-])(O)=O.[Na+]. The catalyst is C(Cl)Cl. The product is [F:12][C:13]([F:17])([F:16])[CH2:14][NH:15][S:8]([C:5]1[CH:4]=[CH:3][C:2]([Br:1])=[CH:7][N:6]=1)(=[O:10])=[O:9]. The yield is 0.390. (7) The reactants are Cl[C:2]1[N:7]=[C:6]([N:8]2[CH2:13][CH2:12][O:11][CH2:10][CH2:9]2)[N:5]=[C:4]([NH:14][C:15]2[CH:20]=[CH:19][C:18]([O:21][C:22]([F:25])([F:24])[F:23])=[CH:17][CH:16]=2)[N:3]=1.O.[NH2:27][NH2:28]. The catalyst is O1CCOCC1.O. The product is [NH:27]([C:2]1[N:7]=[C:6]([N:8]2[CH2:13][CH2:12][O:11][CH2:10][CH2:9]2)[N:5]=[C:4]([NH:14][C:15]2[CH:20]=[CH:19][C:18]([O:21][C:22]([F:25])([F:24])[F:23])=[CH:17][CH:16]=2)[N:3]=1)[NH2:28]. The yield is 0.950. (8) The reactants are [C:1]([C:4]1[CH:5]=[C:6]([CH:11]=[CH:12][C:13]=1[OH:14])[C:7]([O:9][CH3:10])=[O:8])(=[O:3])[CH3:2].N1C=CC=CC=1.[Br:21]Br.Cl. The catalyst is C(Cl)Cl. The product is [C:1]([C:4]1[CH:5]=[C:6]([CH:11]=[C:12]([Br:21])[C:13]=1[OH:14])[C:7]([O:9][CH3:10])=[O:8])(=[O:3])[CH3:2]. The yield is 0.800. (9) The reactants are C(=O)([O-])[O-].[K+].[K+].[CH3:7][C:8]1[NH:9][C:10]2[C:15]([CH:16]=1)=[CH:14][C:13](B1OC(C)(C)C(C)(C)O1)=[CH:12][CH:11]=2.[OH:26][NH:27][C:28](=[O:45])[C@:29]([CH3:44])([S:40]([CH3:43])(=[O:42])=[O:41])[CH2:30][CH2:31][N:32]1[CH:37]=[CH:36][C:35](I)=[CH:34][C:33]1=[O:39].O. The catalyst is O1CCOCC1.[Pd]. The product is [OH:26][NH:27][C:28](=[O:45])[C@:29]([CH3:44])([S:40]([CH3:43])(=[O:42])=[O:41])[CH2:30][CH2:31][N:32]1[CH:37]=[CH:36][C:35]([C:13]2[CH:14]=[C:15]3[C:10](=[CH:11][CH:12]=2)[NH:9][C:8]([CH3:7])=[CH:16]3)=[CH:34][C:33]1=[O:39]. The yield is 0.220.